This data is from Buchwald-Hartwig C-N cross coupling reaction yields with 55,370 reactions. The task is: Predict the reaction yield, written as a fraction of the theoretical maximum amount of product (1.0 means a 100% yield; for example, 0.34 means a 34% yield). (1) The reactants are Clc1ccccn1.Cc1ccc(N)cc1.O=S(=O)(O[Pd]1c2ccccc2-c2ccccc2N~1)C(F)(F)F.CC(C)c1cc(C(C)C)c(-c2ccccc2P(C2CCCCC2)C2CCCCC2)c(C(C)C)c1.CN1CCCN2CCCN=C12.c1ccc(CN(Cc2ccccc2)c2ccon2)cc1. No catalyst specified. The product is Cc1ccc(Nc2ccccn2)cc1. The yield is 0.272. (2) No catalyst specified. The product is Cc1ccc(Nc2ccc(C(F)(F)F)cc2)cc1. The reactants are FC(F)(F)c1ccc(Br)cc1.Cc1ccc(N)cc1.O=S(=O)(O[Pd]1c2ccccc2-c2ccccc2N~1)C(F)(F)F.COc1ccc(OC)c(P(C(C)(C)C)C(C)(C)C)c1-c1c(C(C)C)cc(C(C)C)cc1C(C)C.CN(C)C(=NC(C)(C)C)N(C)C.CCOC(=O)c1cnoc1C. The yield is 0.0732. (3) The reactants are CCc1ccc(Cl)cc1.Cc1ccc(N)cc1.O=S(=O)(O[Pd]1c2ccccc2-c2ccccc2N~1)C(F)(F)F.CC(C)c1cc(C(C)C)c(-c2ccccc2P(C2CCCCC2)C2CCCCC2)c(C(C)C)c1.CN1CCCN2CCCN=C12.CCOC(=O)c1cnoc1C. No catalyst specified. The yield is 0.0153. The product is CCc1ccc(Nc2ccc(C)cc2)cc1. (4) The reactants are Ic1ccccn1.Cc1ccc(N)cc1.O=S(=O)(O[Pd]1c2ccccc2-c2ccccc2N~1)C(F)(F)F.COc1ccc(OC)c(P(C(C)(C)C)C(C)(C)C)c1-c1c(C(C)C)cc(C(C)C)cc1C(C)C.CCN=P(N=P(N(C)C)(N(C)C)N(C)C)(N(C)C)N(C)C.Cc1cc(-c2ccccc2)on1. No catalyst specified. The product is Cc1ccc(Nc2ccccn2)cc1. The yield is 0.823.